Predict the reaction yield, written as a fraction of the theoretical maximum amount of product (1.0 means a 100% yield; for example, 0.34 means a 34% yield). From a dataset of Reaction yield outcomes from USPTO patents with 853,638 reactions. (1) The reactants are CC([O:4][C:5]1[CH:10]=[CH:9][C:8]([N:11]2[C:16](=[O:17])[C:15]([CH2:18][C:19]3[CH:24]=[CH:23][C:22]([C:25]4[C:26]([C:31]#[N:32])=[CH:27][CH:28]=[CH:29][CH:30]=4)=[CH:21][CH:20]=3)=[C:14]([CH2:33][CH2:34][CH3:35])[N:13]3[N:36]=[CH:37][N:38]=[C:12]23)=[CH:7][CH:6]=1)C. The catalyst is Br.C(O)(=O)C. The product is [OH:4][C:5]1[CH:10]=[CH:9][C:8]([N:11]2[C:16](=[O:17])[C:15]([CH2:18][C:19]3[CH:24]=[CH:23][C:22]([C:25]4[C:26]([C:31]#[N:32])=[CH:27][CH:28]=[CH:29][CH:30]=4)=[CH:21][CH:20]=3)=[C:14]([CH2:33][CH2:34][CH3:35])[N:13]3[N:36]=[CH:37][N:38]=[C:12]23)=[CH:7][CH:6]=1. The yield is 0.730. (2) The reactants are [CH3:1][O:2][C:3]([C:5]1([C:8]2[CH:13]=[C:12]([I:14])[C:11]([OH:15])=[C:10]([I:16])[CH:9]=2)[CH2:7][CH2:6]1)=[O:4].Cl[CH2:18][C:19]([CH3:21])=[CH2:20].C([O-])([O-])=O.[K+].[K+]. The catalyst is CC(C)=O.[Na+].[I-]. The product is [CH3:1][O:2][C:3]([C:5]1([C:8]2[CH:9]=[C:10]([I:16])[C:11]([O:15][CH2:20][C:19]([CH3:21])=[CH2:18])=[C:12]([I:14])[CH:13]=2)[CH2:7][CH2:6]1)=[O:4]. The yield is 0.970. (3) The reactants are [CH:1]1([CH2:6][N:7]2[C:12](=[O:13])[C:11]([CH2:14]OS(C)(=O)=O)=[CH:10][C:9]([C:20]3[CH:25]=[CH:24][C:23]([O:26][CH3:27])=[C:22]([F:28])[CH:21]=3)=[N:8]2)[CH2:5][CH2:4][CH2:3][CH2:2]1.[CH3:29][NH:30][CH3:31]. No catalyst specified. The product is [CH:1]1([CH2:6][N:7]2[C:12](=[O:13])[C:11]([CH2:14][N:30]([CH3:31])[CH3:29])=[CH:10][C:9]([C:20]3[CH:25]=[CH:24][C:23]([O:26][CH3:27])=[C:22]([F:28])[CH:21]=3)=[N:8]2)[CH2:5][CH2:4][CH2:3][CH2:2]1. The yield is 0.637. (4) The reactants are [NH2:1][C:2]1[CH:7]=[C:6]([CH3:8])[CH:5]=[CH:4][N:3]=1.Br[CH:10]([CH2:13][C:14]([CH3:19])([N+:16]([O-:18])=[O:17])[CH3:15])[CH:11]=O. No catalyst specified. The product is [CH3:8][C:6]1[CH:5]=[CH:4][N:3]2[C:10]([CH2:13][C:14]([CH3:19])([N+:16]([O-:18])=[O:17])[CH3:15])=[CH:11][N:1]=[C:2]2[CH:7]=1. The yield is 0.630. (5) The reactants are [O:1]1[CH:5]=[C:4]([C:6]([OH:8])=O)[N:3]=[CH:2]1.C(Cl)(=O)C(Cl)=O.[N-:15]=[N+:16]=[N-:17].[Na+]. The product is [O:1]1[CH:5]=[C:4]([C:6]([N:15]=[N+:16]=[N-:17])=[O:8])[N:3]=[CH:2]1. The yield is 0.970. The catalyst is CN(C=O)C.C(Cl)Cl.O.CCOC(C)=O.